Predict the product of the given reaction. From a dataset of Forward reaction prediction with 1.9M reactions from USPTO patents (1976-2016). (1) Given the reactants C(O[BH-](OC(=O)C)OC(=O)C)(=O)C.[Na+].[Br:15][C:16]1[CH:17]=[C:18]([NH2:22])[CH:19]=[N:20][CH:21]=1.[OH:23][C:24]1[CH:31]=[CH:30][CH:29]=[CH:28][C:25]=1[CH:26]=O.O, predict the reaction product. The product is: [Br:15][C:16]1[CH:17]=[C:18]([NH:22][CH2:26][C:25]2[CH:28]=[CH:29][CH:30]=[CH:31][C:24]=2[OH:23])[CH:19]=[N:20][CH:21]=1. (2) Given the reactants [Cl:1][CH2:2][C:3]([NH:5][C:6]1[CH:11]=[C:10]([N:12]2[CH:16]=[CH:15][CH:14]=[N:13]2)[N:9]=[C:8]([C:17]2[O:18][CH:19]=[CH:20][CH:21]=2)[N:7]=1)=[O:4].[CH3:22]C1OC(C(N)=N)=CC=1, predict the reaction product. The product is: [Cl:1][CH2:2][C:3]([NH:5][C:6]1[CH:11]=[C:10]([N:12]2[CH:16]=[CH:15][CH:14]=[N:13]2)[N:9]=[C:8]([C:17]2[O:18][C:19]([CH3:22])=[CH:20][CH:21]=2)[N:7]=1)=[O:4]. (3) The product is: [CH3:10][C:7]1[CH:8]=[CH:9][C:4]2[CH:3]=[C:2]([C:19]#[N:20])[O:11][C:5]=2[CH:6]=1. Given the reactants Br[C:2](Br)=[CH:3][C:4]1[CH:9]=[CH:8][C:7]([CH3:10])=[CH:6][C:5]=1[OH:11].C([O-])([O-])=O.[Na+].[Na+].[CH3:19][N:20](C=O)C, predict the reaction product. (4) Given the reactants [CH3:1][NH:2][C:3]1[N:12]=[CH:11][C:10]2[C:5](=[CH:6][CH:7]=[C:8]([O:13][CH2:14][CH2:15][NH:16]C(=O)OC(C)(C)C)[CH:9]=2)[N:4]=1.C(Cl)Cl.FC(F)(F)C(O)=O, predict the reaction product. The product is: [NH2:16][CH2:15][CH2:14][O:13][C:8]1[CH:9]=[C:10]2[C:5](=[CH:6][CH:7]=1)[N:4]=[C:3]([NH:2][CH3:1])[N:12]=[CH:11]2.